This data is from Full USPTO retrosynthesis dataset with 1.9M reactions from patents (1976-2016). The task is: Predict the reactants needed to synthesize the given product. (1) Given the product [F:12][C:4]1[CH:5]=[C:6]([S:8]([CH3:11])(=[O:9])=[O:10])[CH:7]=[C:2]([F:1])[C:3]=1[NH:13][C@H:14]1[CH2:19][CH2:18][CH2:17][N:16]([CH:20]2[CH2:25][CH2:24][N:23]([C:26](=[NH:27])[NH:29][OH:30])[CH2:22][CH2:21]2)[C:15]1=[O:28], predict the reactants needed to synthesize it. The reactants are: [F:1][C:2]1[CH:7]=[C:6]([S:8]([CH3:11])(=[O:10])=[O:9])[CH:5]=[C:4]([F:12])[C:3]=1[NH:13][C@H:14]1[CH2:19][CH2:18][CH2:17][N:16]([CH:20]2[CH2:25][CH2:24][N:23]([C:26]#[N:27])[CH2:22][CH2:21]2)[C:15]1=[O:28].[NH2:29][OH:30]. (2) Given the product [F:1][C:2]1[CH:3]=[C:4]([CH:5]=[C:6]([F:8])[CH:7]=1)[O:9][CH2:13][CH2:12][OH:11], predict the reactants needed to synthesize it. The reactants are: [F:1][C:2]1[CH:3]=[C:4]([OH:9])[CH:5]=[C:6]([F:8])[CH:7]=1.C1(=O)O[CH2:13][CH2:12][O:11]1.[H-].[Na+]. (3) Given the product [OH:10][CH:11]1[CH2:16][CH2:15][N:14]([C:2]2[CH:9]=[CH:8][C:5]([CH:6]=[O:7])=[CH:4][CH:3]=2)[CH2:13][CH2:12]1, predict the reactants needed to synthesize it. The reactants are: Br[C:2]1[CH:9]=[CH:8][C:5]([CH:6]=[O:7])=[CH:4][CH:3]=1.[OH:10][CH:11]1[CH2:16][CH2:15][NH:14][CH2:13][CH2:12]1. (4) Given the product [CH2:49]([O:48][C:46]([NH:29][C@H:30]([C:38]([NH:40][C@H:41]([C:43]([NH:70][C:57]1[CH:58]=[CH:59][C:60]2[O:61][C:62]3[CH2:69][CH2:68][CH2:67][CH2:66][CH2:65][C:63]=3[C:64]=2[CH:56]=1)=[O:45])[CH3:42])=[O:39])[CH2:31][C:32]1[CH:33]=[CH:34][CH:35]=[CH:36][CH:37]=1)=[O:47])[C:50]1[CH:51]=[CH:52][CH:53]=[CH:54][CH:55]=1, predict the reactants needed to synthesize it. The reactants are: C(N(CC)CC)C.CN(C)CCCN=C=NCC.ON1C2C=CC=CC=2N=N1.[NH:29]([C:46]([O:48][CH2:49][C:50]1[CH:55]=[CH:54][CH:53]=[CH:52][CH:51]=1)=[O:47])[C@H:30]([C:38]([NH:40][C@H:41]([C:43]([OH:45])=O)[CH3:42])=[O:39])[CH2:31][C:32]1[CH:37]=[CH:36][CH:35]=[CH:34][CH:33]=1.[CH:56]1[C:64]2[C:63]3[CH2:65][CH2:66][CH2:67][CH2:68][CH2:69][C:62]=3[O:61][C:60]=2[CH:59]=[CH:58][C:57]=1[NH2:70]. (5) Given the product [Cl:1][C:2]1[N:7]=[C:6]([NH:32][C@H:25]([C:26]2[CH:31]=[CH:30][CH:29]=[CH:28][CH:27]=2)[CH3:24])[CH:5]=[C:4]([C:9]2[CH:14]=[CH:13][CH:12]=[CH:11][CH:10]=2)[N:3]=1, predict the reactants needed to synthesize it. The reactants are: [Cl:1][C:2]1[N:7]=[C:6](Cl)[CH:5]=[C:4]([C:9]2[CH:14]=[CH:13][CH:12]=[CH:11][CH:10]=2)[N:3]=1.CCN(C(C)C)C(C)C.[CH3:24][C@H:25]([NH2:32])[C:26]1[CH:31]=[CH:30][CH:29]=[CH:28][CH:27]=1. (6) The reactants are: C[O:2][C:3](=[O:23])[CH2:4][N:5]1[CH:9]=[C:8](C#N)[C:7]([C:12]2[CH:17]=[C:16]([S:18](Cl)(=[O:20])=[O:19])[CH:15]=[C:14]([Cl:22])[CH:13]=2)=[CH:6]1.Cl[C:25]1[CH:26]=[C:27]([C:35]2C(C#N)=[CH:38][N:37](CC(O)=O)[CH:36]=2)[CH:28]=[C:29](S(Cl)(=O)=O)[CH:30]=1.C[CH2:47][N:48](CC)CC.[Li+].[OH-]. Given the product [Cl:22][C:14]1[CH:13]=[C:12]([C:7]2[CH:8]=[CH:9][N:5]([CH2:4][C:3]([OH:2])=[O:23])[C:6]=2[C:47]#[N:48])[CH:17]=[C:16]([S:18](=[O:19])(=[O:20])[N:37]([CH3:38])[CH2:36][CH2:35][C:27]2[CH:26]=[CH:25][CH:30]=[CH:29][CH:28]=2)[CH:15]=1, predict the reactants needed to synthesize it. (7) Given the product [CH2:1]([C@@H:8]1[CH2:12][O:11][C:10](=[O:13])[N:9]1[C:14](=[O:36])[C@H:15]([CH2:28][C:29]1[CH:30]=[CH:31][C:32]([CH3:35])=[CH:33][CH:34]=1)[C@@H:16]([O:27][CH2:3][C:2]([CH3:7])=[CH2:1])[C@@H:17]([O:19][CH2:20][C:21]1[CH:22]=[CH:23][CH:24]=[CH:25][CH:26]=1)[CH3:18])[C:2]1[CH:7]=[CH:6][CH:5]=[CH:4][CH:3]=1, predict the reactants needed to synthesize it. The reactants are: [CH2:1]([C@@H:8]1[CH2:12][O:11][C:10](=[O:13])[N:9]1[C:14](=[O:36])[C@H:15]([CH2:28][C:29]1[CH:34]=[CH:33][C:32]([CH3:35])=[CH:31][CH:30]=1)[C@@H:16]([OH:27])[C@@H:17]([O:19][CH2:20][C:21]1[CH:26]=[CH:25][CH:24]=[CH:23][CH:22]=1)[CH3:18])[C:2]1[CH:7]=[CH:6][CH:5]=[CH:4][CH:3]=1.